The task is: Predict the product of the given reaction.. This data is from Forward reaction prediction with 1.9M reactions from USPTO patents (1976-2016). (1) Given the reactants [CH2:1]([N:8]([CH2:13][CH2:14][CH2:15][OH:16])[C:9](=[O:12])[CH2:10]Cl)[C:2]1[CH:7]=[CH:6][CH:5]=[CH:4][CH:3]=1.[H-].[Na+], predict the reaction product. The product is: [CH2:1]([N:8]1[CH2:13][CH2:14][CH2:15][O:16][CH2:10][C:9]1=[O:12])[C:2]1[CH:7]=[CH:6][CH:5]=[CH:4][CH:3]=1. (2) Given the reactants [CH3:1][N:2](/[CH:4]=[C:5]1\[C:6](=[O:14])[NH:7][C:8]2[C:13]\1=[CH:12][CH:11]=[CH:10][CH:9]=2)[CH3:3].[H-].[Na+].[CH2:17](Br)[C:18]1[CH:23]=[CH:22][CH:21]=[CH:20][CH:19]=1, predict the reaction product. The product is: [CH2:17]([N:7]1[C:8]2[C:13](=[CH:12][CH:11]=[CH:10][CH:9]=2)/[C:5](=[CH:4]/[N:2]([CH3:1])[CH3:3])/[C:6]1=[O:14])[C:18]1[CH:23]=[CH:22][CH:21]=[CH:20][CH:19]=1. (3) Given the reactants [AlH4-].[Li+].[CH2:3]([O:6][C:7]([N:9]([CH2:19][C:20]1([C:33](OC)=[O:34])[CH2:25][CH2:24][N:23]([C:26]([O:28][C:29]([CH3:32])([CH3:31])[CH3:30])=[O:27])[CH2:22][CH2:21]1)[C@@H:10]1[CH2:12][C@H:11]1[C:13]1[CH:18]=[CH:17][CH:16]=[CH:15][CH:14]=1)=[O:8])[CH:4]=[CH2:5], predict the reaction product. The product is: [CH2:3]([O:6][C:7]([N:9]([CH2:19][C:20]1([CH2:33][OH:34])[CH2:21][CH2:22][N:23]([C:26]([O:28][C:29]([CH3:31])([CH3:30])[CH3:32])=[O:27])[CH2:24][CH2:25]1)[C@@H:10]1[CH2:12][C@H:11]1[C:13]1[CH:18]=[CH:17][CH:16]=[CH:15][CH:14]=1)=[O:8])[CH:4]=[CH2:5]. (4) Given the reactants [CH3:1][O:2][C:3](=[O:16])[C:4]1[CH:9]=[C:8](I)[C:7]([C:11]([F:14])([F:13])[F:12])=[CH:6][C:5]=1[NH2:15].[CH:17]([N:20]1[C:24]([Sn](CCCC)(CCCC)CCCC)=[CH:23][CH:22]=[N:21]1)([CH3:19])[CH3:18], predict the reaction product. The product is: [CH3:1][O:2][C:3](=[O:16])[C:4]1[CH:9]=[C:8]([C:24]2[N:20]([CH:17]([CH3:19])[CH3:18])[N:21]=[CH:22][CH:23]=2)[C:7]([C:11]([F:14])([F:13])[F:12])=[CH:6][C:5]=1[NH2:15]. (5) Given the reactants [N:1]1([C:7]2[CH:8]=[CH:9][C:10]3[O:14][C:13]([C:15]([NH2:17])=[O:16])=[CH:12][C:11]=3[CH:18]=2)[CH2:6][CH2:5][NH:4][CH2:3][CH2:2]1.Cl[CH2:20][CH2:21][CH2:22][CH2:23][C:24]1[C:32]2[C:27](=[CH:28][CH:29]=[C:30]([C:33]#[N:34])[CH:31]=2)[NH:26][CH:25]=1.C(N(C(C)C)CC)(C)C.C(N(CC(O)=O)CC(O)=O)CN(CC(O)=O)CC(O)=O.C, predict the reaction product. The product is: [CH:29]1[C:30]([C:33]#[N:34])=[CH:31][C:32]2[C:24]([CH2:23][CH2:22][CH2:21][CH2:20][N:4]3[CH2:3][CH2:2][N:1]([C:7]4[CH:8]=[CH:9][C:10]5[O:14][C:13]([C:15]([NH2:17])=[O:16])=[CH:12][C:11]=5[CH:18]=4)[CH2:6][CH2:5]3)=[CH:25][NH:26][C:27]=2[CH:28]=1.